Dataset: Forward reaction prediction with 1.9M reactions from USPTO patents (1976-2016). Task: Predict the product of the given reaction. Given the reactants [CH3:1][NH:2][NH2:3].[N:4]1([C:8]2[C:13]([C:14]([C:16]3[CH:17]=[N:18][N:19]([CH3:22])[C:20]=3[Br:21])=O)=[C:12](Cl)[N:11]=[CH:10][N:9]=2)[CH2:7][CH2:6][CH2:5]1, predict the reaction product. The product is: [N:4]1([C:8]2[N:9]=[CH:10][N:11]=[C:12]3[N:2]([CH3:1])[N:3]=[C:14]([C:16]4[CH:17]=[N:18][N:19]([CH3:22])[C:20]=4[Br:21])[C:13]=23)[CH2:7][CH2:6][CH2:5]1.